From a dataset of Reaction yield outcomes from USPTO patents with 853,638 reactions. Predict the reaction yield, written as a fraction of the theoretical maximum amount of product (1.0 means a 100% yield; for example, 0.34 means a 34% yield). (1) The reactants are [Cl:1][C:2]1[CH:20]=[CH:19][C:18]([Cl:21])=[CH:17][C:3]=1[CH2:4][N:5]1[CH2:10][CH2:9][N:8]([CH3:11])[C:7]2[N:12]=[CH:13][C:14](I)=[CH:15][C:6]1=2.[CH3:22][N:23]1[CH2:28][CH2:27][N:26]([C:29]2[CH:34]=[CH:33][C:32](B3OC(C)(C)C(C)(C)O3)=[CH:31][N:30]=2)[CH2:25][CH2:24]1. No catalyst specified. The product is [Cl:1][C:2]1[CH:20]=[CH:19][C:18]([Cl:21])=[CH:17][C:3]=1[CH2:4][N:5]1[CH2:10][CH2:9][N:8]([CH3:11])[C:7]2[N:12]=[CH:13][C:14]([C:32]3[CH:31]=[N:30][C:29]([N:26]4[CH2:25][CH2:24][N:23]([CH3:22])[CH2:28][CH2:27]4)=[CH:34][CH:33]=3)=[CH:15][C:6]1=2. The yield is 0.430. (2) The reactants are [CH3:1][C:2]([C:4]1[CH:5]=[CH:6][C:7]([OH:10])=[CH:8][CH:9]=1)=[O:3].C1(P(C2C=CC=CC=2)C2C=CC=CC=2)C=CC=CC=1.O[CH2:31][CH2:32][NH:33][C:34](=[O:43])[O:35][CH2:36][C:37]1[CH:42]=[CH:41][CH:40]=[CH:39][CH:38]=1.N(C(N1CCCCC1)=O)=NC(N1CCCCC1)=O. The catalyst is C1(C)C=CC=CC=1.O1CCCC1. The product is [CH2:36]([O:35][C:34](=[O:43])[NH:33][CH2:32][CH2:31][O:10][C:7]1[CH:8]=[CH:9][C:4]([C:2](=[O:3])[CH3:1])=[CH:5][CH:6]=1)[C:37]1[CH:42]=[CH:41][CH:40]=[CH:39][CH:38]=1. The yield is 0.840. (3) The reactants are [OH:1][C:2]1[CH:7]=[C:6]([OH:8])[CH:5]=[CH:4][C:3]=1[C:9](=[O:18])[CH2:10][C:11]1[CH:16]=[CH:15][C:14]([OH:17])=[CH:13][CH:12]=1.[C:19](O[C:19](=O)[CH2:20][CH2:21][CH3:22])(=O)[CH2:20][CH2:21][CH3:22].O.Cl. The catalyst is C(N(CC)CC)C. The product is [OH:8][C:6]1[CH:7]=[C:2]2[C:3]([C:9](=[O:18])[C:10]([C:11]3[CH:16]=[CH:15][C:14]([OH:17])=[CH:13][CH:12]=3)=[C:19]([CH2:20][CH2:21][CH3:22])[O:1]2)=[CH:4][CH:5]=1. The yield is 1.00.